This data is from Reaction yield outcomes from USPTO patents with 853,638 reactions. The task is: Predict the reaction yield, written as a fraction of the theoretical maximum amount of product (1.0 means a 100% yield; for example, 0.34 means a 34% yield). (1) The catalyst is C1COCC1.O. The yield is 0.940. The product is [F:20][C:3]([F:2])([F:19])[C:4]([N:6]1[CH2:12][CH2:11][C:10]2[CH:13]=[CH:14][C:15]([CH2:17][NH:18][C:26](=[O:27])[O:25][C:22]([CH3:24])([CH3:23])[CH3:21])=[CH:16][C:9]=2[CH2:8][CH2:7]1)=[O:5]. The reactants are Cl.[F:2][C:3]([F:20])([F:19])[C:4]([N:6]1[CH2:12][CH2:11][C:10]2[CH:13]=[CH:14][C:15]([CH2:17][NH2:18])=[CH:16][C:9]=2[CH2:8][CH2:7]1)=[O:5].[CH3:21][C:22]([O:25][C:26](O[C:26]([O:25][C:22]([CH3:24])([CH3:23])[CH3:21])=[O:27])=[O:27])([CH3:24])[CH3:23].[OH-].[Na+].CCCCCC. (2) The reactants are [CH3:1][S:2]([C:5]1[CH:6]=[CH:7][C:8]([N:14]2[CH2:18][CH2:17][CH2:16][CH2:15]2)=[C:9]([CH:13]=1)[C:10]([OH:12])=[O:11])(=[O:4])=[O:3].Cl[C:20]1C=CC(S(C(C)C)(=O)=O)=C[C:21]=1C(O)=O.N1CCCC1. No catalyst specified. The product is [CH2:1]([S:2]([C:5]1[CH:6]=[CH:7][C:8]([N:14]2[CH2:18][CH2:17][CH2:16][CH2:15]2)=[C:9]([CH:13]=1)[C:10]([OH:12])=[O:11])(=[O:4])=[O:3])[CH2:20][CH3:21]. The yield is 0.630. (3) The reactants are [CH3:1][O:2][C:3]1[C:11]([CH3:12])=[C:10]2[C:6]([C:7](=[O:13])[O:8][CH2:9]2)=[C:5]([O:14][CH2:15][CH2:16][Si:17]([CH3:20])([CH3:19])[CH3:18])[C:4]=1[CH2:21]C=O.C1(P(C2C=CC=CC=2)(C2C=CC=CC=2)=[C:31]([CH3:34])[CH:32]=[O:33])C=CC=CC=1.[C:47]1(C)C=CC=CC=1. No catalyst specified. The product is [CH3:1][O:2][C:3]1[C:11]([CH3:12])=[C:10]2[C:6]([C:7](=[O:13])[O:8][CH2:9]2)=[C:5]([O:14][CH2:15][CH2:16][Si:17]([CH3:18])([CH3:20])[CH3:19])[C:4]=1[CH2:21][CH:47]=[C:31]([CH3:34])[CH:32]=[O:33]. The yield is 0.830. (4) The reactants are [CH:1]1([NH2:7])[CH2:6][CH2:5][CH2:4][CH2:3][CH2:2]1.C([O:10][C:11]([C:13]1[C:14](=[O:23])[NH:15][C:16]2[C:20]([C:21]=1[OH:22])=[CH:19][S:18][CH:17]=2)=O)C. The catalyst is C1(C)C=CC=CC=1. The product is [CH:1]1([NH:7][C:11]([C:13]2[C:14](=[O:23])[NH:15][C:16]3[C:20]([C:21]=2[OH:22])=[CH:19][S:18][CH:17]=3)=[O:10])[CH2:6][CH2:5][CH2:4][CH2:3][CH2:2]1. The yield is 0.890. (5) The reactants are [NH2:1][C:2]1[C:7]([O:8][CH3:9])=[CH:6][CH:5]=[CH:4][C:3]=1[OH:10].[C:11](N1C=CN=C1)(=[O:13])[CH3:12]. The catalyst is O1CCCC1. The product is [OH:10][C:3]1[CH:4]=[CH:5][CH:6]=[C:7]([O:8][CH3:9])[C:2]=1[NH:1][C:11](=[O:13])[CH3:12]. The yield is 0.850. (6) The reactants are [OH:1][C:2]([C:8]1[S:9][CH:10]=[C:11]([CH3:13])[N:12]=1)([CH3:7])[C:3]([NH:5][NH2:6])=O.[F:14][C:15]1[C:16]([CH2:22][N:23]2[CH:27]=[CH:26][C:25]([N:28]=[C:29]=[S:30])=[N:24]2)=[N:17][CH:18]=[CH:19][C:20]=1[CH3:21].S(=O)(=O)(O)O.N. The catalyst is C(O)C.O.C(OCC)(=O)C. The product is [F:14][C:15]1[C:16]([CH2:22][N:23]2[CH:27]=[CH:26][C:25]([NH:28][C:29]3[S:30][C:3]([C:2]([C:8]4[S:9][CH:10]=[C:11]([CH3:13])[N:12]=4)([OH:1])[CH3:7])=[N:5][N:6]=3)=[N:24]2)=[N:17][CH:18]=[CH:19][C:20]=1[CH3:21]. The yield is 0.683. (7) The reactants are Cl[C:2]1[CH:11]=[N:10][C:9]2[C:4](=[CH:5][CH:6]=[C:7]([CH3:12])[CH:8]=2)[N:3]=1.[CH3:13][O:14][C:15]1[CH:20]=[C:19]([O:21][CH3:22])[CH:18]=[CH:17][C:16]=1[CH2:23][NH2:24].CCOC(C)=O. The catalyst is CS(C)=O. The product is [CH3:13][O:14][C:15]1[CH:20]=[C:19]([O:21][CH3:22])[CH:18]=[CH:17][C:16]=1[CH2:23][NH:24][C:2]1[CH:11]=[N:10][C:9]2[C:4](=[CH:5][CH:6]=[C:7]([CH3:12])[CH:8]=2)[N:3]=1. The yield is 0.960.